From a dataset of Full USPTO retrosynthesis dataset with 1.9M reactions from patents (1976-2016). Predict the reactants needed to synthesize the given product. (1) Given the product [C:22]([C:23]1[CH:28]=[C:27]([S:29]([CH2:32][CH2:33][CH3:34])(=[O:30])=[O:31])[CH:26]=[CH:25][C:24]=1[CH3:35])#[CH:21], predict the reactants needed to synthesize it. The reactants are: C(OC(=O)COC1C=CC(Cl)=CC=1C#C)(C)(C)C.C[Si](C)(C)[C:21]#[C:22][C:23]1[CH:28]=[C:27]([S:29]([CH2:32][CH2:33][CH3:34])(=[O:31])=[O:30])[CH:26]=[CH:25][C:24]=1[CH3:35]. (2) Given the product [CH2:13]([C@@H:15]1[CH2:32][C:31]2[CH:30]=[C:29]([O:33][CH3:34])[CH:28]=[CH:27][C:26]=2[C@@H:25]2[C@@H:16]1[C:17]1[C@@:21]([CH2:23][CH2:24]2)([CH3:22])[C:20]([O:35][Si:37]([CH3:40])([CH3:39])[CH3:38])=[CH:19][CH:18]=1)[CH3:14], predict the reactants needed to synthesize it. The reactants are: C(NC(C)C)(C)C.[Li]CCCC.[CH2:13]([C@@H:15]1[CH2:32][C:31]2[CH:30]=[C:29]([O:33][CH3:34])[CH:28]=[CH:27][C:26]=2[C@@H:25]2[C@@H:16]1[C:17]1[C@@:21]([CH2:23][CH2:24]2)([CH3:22])[C:20](=[O:35])[CH2:19][CH:18]=1)[CH3:14].Cl[Si:37]([CH3:40])([CH3:39])[CH3:38]. (3) Given the product [O:19]1[CH2:20][CH:21]=[C:16]([C:15]2[C:14]([O:8][C:5]3[CH:6]=[CH:7][C:2]([NH2:1])=[CH:3][CH:4]=3)=[N:13][CH:12]=[N:11][CH:10]=2)[CH2:17][CH2:18]1, predict the reactants needed to synthesize it. The reactants are: [NH2:1][C:2]1[CH:7]=[CH:6][C:5]([OH:8])=[CH:4][CH:3]=1.Cl[C:10]1[C:15]([C:16]2[CH2:17][CH2:18][O:19][CH2:20][CH:21]=2)=[CH:14][N:13]=[CH:12][N:11]=1.C(=O)([O-])[O-].[Cs+].[Cs+].CS(C)=O.